Task: Predict which catalyst facilitates the given reaction.. Dataset: Catalyst prediction with 721,799 reactions and 888 catalyst types from USPTO Reactant: CO[C:3]([C:5]1[CH:10]=[CH:9][N:8]=[C:7]([C:11]([OH:13])=[O:12])[CH:6]=1)=[O:4].[CH2:14]([NH2:17])[CH2:15][NH2:16]. Product: [NH2:16][CH2:15][CH2:14][NH:17][C:3]([C:5]1[CH:10]=[CH:9][N:8]=[C:7]([C:11]([OH:13])=[O:12])[CH:6]=1)=[O:4]. The catalyst class is: 8.